From a dataset of Full USPTO retrosynthesis dataset with 1.9M reactions from patents (1976-2016). Predict the reactants needed to synthesize the given product. (1) Given the product [N:10]([CH2:9][CH2:8][C:7]([CH3:14])([CH3:6])[CH2:11][CH:12]=[CH2:13])=[C:1]=[O:4], predict the reactants needed to synthesize it. The reactants are: [C:1]([O-:4])(O)=O.[Na+].[CH3:6][C:7]([CH3:14])([CH2:11][CH:12]=[CH2:13])[CH2:8][CH2:9][NH2:10].C(Cl)(Cl)=O.C1(C)C=CC=CC=1. (2) Given the product [CH3:1][O:2][C:3](=[O:16])/[CH:4]=[CH:5]/[C:6]1[CH:15]=[C:14]2[C:9]([CH2:10][CH2:11][N:12]([CH2:28][CH2:27][C:26]3[C:25]4[C:20](=[CH:21][CH:22]=[CH:23][CH:24]=4)[NH:19][C:18]=3[CH3:17])[CH2:13]2)=[CH:8][CH:7]=1, predict the reactants needed to synthesize it. The reactants are: [CH3:1][O:2][C:3](=[O:16])/[CH:4]=[CH:5]/[C:6]1[CH:15]=[C:14]2[C:9]([CH2:10][CH2:11][NH:12][CH2:13]2)=[CH:8][CH:7]=1.[CH3:17][C:18]1[NH:19][C:20]2[C:25]([C:26]=1[CH2:27][CH:28]=O)=[CH:24][CH:23]=[CH:22][CH:21]=2.C(N(CC)CC)C. (3) Given the product [CH3:10][O:8][C:7]([C:3]1[S:4][CH:5]=[CH:6][C:2]=1[CH3:1])=[O:9], predict the reactants needed to synthesize it. The reactants are: [CH3:1][C:2]1[CH:6]=[CH:5][S:4][C:3]=1[C:7]([OH:9])=[O:8].[CH3:10]O.S(=O)(=O)(O)O. (4) Given the product [F:32][C:16]1[CH:17]=[C:18]([F:31])[C:19]([NH:21][C:22]([NH:24][C:25]2[CH:30]=[CH:29][CH:28]=[CH:27][CH:26]=2)=[O:23])=[CH:20][C:15]=1[C:7]1[C:8](=[O:14])[N:9]([CH2:12][CH3:13])[C:10]2[C:5]([CH:6]=1)=[CH:4][N:3]=[C:2]([NH:43][C:41](=[O:42])[N:40]([CH3:44])[CH3:39])[CH:11]=2, predict the reactants needed to synthesize it. The reactants are: Cl[C:2]1[CH:11]=[C:10]2[C:5]([CH:6]=[C:7]([C:15]3[C:16]([F:32])=[CH:17][C:18]([F:31])=[C:19]([NH:21][C:22]([NH:24][C:25]4[CH:30]=[CH:29][CH:28]=[CH:27][CH:26]=4)=[O:23])[CH:20]=3)[C:8](=[O:14])[N:9]2[CH2:12][CH3:13])=[CH:4][N:3]=1.C([O-])([O-])=O.[Cs+].[Cs+].[CH3:39][N:40]([CH3:44])[C:41]([NH2:43])=[O:42].CC1(C)C2C(=C(P(C3C=CC=CC=3)C3C=CC=CC=3)C=CC=2)OC2C(P(C3C=CC=CC=3)C3C=CC=CC=3)=CC=CC1=2. (5) Given the product [O:1]1[CH:5]=[CH:4][C:3]([C:6]2[CH:7]=[C:8]([C:18]([F:21])([F:20])[F:19])[C:9]3[N:10]([CH:12]=[C:13]([C:15]([N:22]4[CH2:23][CH2:24][CH:25]([N:28]5[CH2:32][CH2:31][O:30][C:29]5=[O:33])[CH2:26][CH2:27]4)=[O:16])[N:14]=3)[CH:11]=2)=[CH:2]1, predict the reactants needed to synthesize it. The reactants are: [O:1]1[CH:5]=[CH:4][C:3]([C:6]2[CH:7]=[C:8]([C:18]([F:21])([F:20])[F:19])[C:9]3[N:10]([CH:12]=[C:13]([C:15](O)=[O:16])[N:14]=3)[CH:11]=2)=[CH:2]1.[NH:22]1[CH2:27][CH2:26][CH:25]([N:28]2[CH2:32][CH2:31][O:30][C:29]2=[O:33])[CH2:24][CH2:23]1.CN(C(ON1N=NC2C=CC=NC1=2)=[N+](C)C)C.F[P-](F)(F)(F)(F)F.CCN(C(C)C)C(C)C.